Dataset: Full USPTO retrosynthesis dataset with 1.9M reactions from patents (1976-2016). Task: Predict the reactants needed to synthesize the given product. (1) Given the product [OH:8][CH2:7][C:6]1[N:1]=[C:2]([C:13]([O:15][CH2:16][CH:17]=[CH2:18])=[O:14])[CH:3]=[CH:4][CH:5]=1, predict the reactants needed to synthesize it. The reactants are: [N:1]1[C:6]([C:7](OCC=C)=[O:8])=[CH:5][CH:4]=[CH:3][C:2]=1[C:13]([O:15][CH2:16][CH:17]=[CH2:18])=[O:14].C(O)C=C.[BH4-].[Na+].C(OCC)C.CCCCCC. (2) Given the product [Cl:53][C:54]1[CH:64]=[CH:63][CH:62]=[CH:61][C:55]=1[CH:56]=[CH:57][C:58]([NH:1][C:2]1[CH:7]=[CH:6][C:5]([N:8]2[C:14](=[O:15])[CH2:13][C:12](=[O:16])[NH:11][C:10]3[C:17]4[C:22]([CH:23]=[CH:24][C:9]2=3)=[CH:21][CH:20]=[CH:19][CH:18]=4)=[CH:4][CH:3]=1)=[O:59], predict the reactants needed to synthesize it. The reactants are: [NH2:1][C:2]1[CH:7]=[CH:6][C:5]([N:8]2[C:14](=[O:15])[CH2:13][C:12](=[O:16])[NH:11][C:10]3[C:17]4[C:22]([CH:23]=[CH:24][C:9]2=3)=[CH:21][CH:20]=[CH:19][CH:18]=4)=[CH:4][CH:3]=1.O=C1CC(=O)N(C2C=CC(C(OCC)=O)=CC=2)C2C=CC3C(C=2N1)=CC=CC=3.[Cl:53][C:54]1[CH:64]=[CH:63][CH:62]=[CH:61][C:55]=1[CH:56]=[CH:57][C:58](Cl)=[O:59].O=C1CC(=O)N(C2C=CC(C(O)=O)=CC=2)C2C=CC3C(C=2N1)=CC=CC=3. (3) Given the product [F:18][CH:2]([F:1])[O:3][C:4]1[CH:5]=[CH:6][C:7]([C:10]([F:17])([F:16])[CH2:11][OH:12])=[N:8][CH:9]=1, predict the reactants needed to synthesize it. The reactants are: [F:1][CH:2]([F:18])[O:3][C:4]1[CH:5]=[CH:6][C:7]([C:10]([F:17])([F:16])[C:11](OCC)=[O:12])=[N:8][CH:9]=1.[BH4-].[Na+]. (4) The reactants are: B(Br)(Br)Br.[CH2:5]([NH:7][C:8](=[O:10])[O-:9])[CH3:6].C[O:12][C:13]1[CH:14]=[CH:15][C:16]2[CH:17]([CH3:25])[CH:18]3[CH2:22][NH:21][CH2:20][CH:19]3[C:23]=2[CH:24]=1. Given the product [CH2:5]([NH:7][C:8](=[O:9])[O-:10])[CH3:6].[OH:12][C:13]1[CH:14]=[CH:15][C:16]2[CH:17]([CH3:25])[CH:18]3[CH2:22][NH:21][CH2:20][CH:19]3[C:23]=2[CH:24]=1, predict the reactants needed to synthesize it.